This data is from Full USPTO retrosynthesis dataset with 1.9M reactions from patents (1976-2016). The task is: Predict the reactants needed to synthesize the given product. (1) Given the product [Cl:26][CH2:25][CH2:24][CH2:23][CH2:22][N:6]1[C:5]2[CH:4]=[C:3]([C:2]([F:1])([F:17])[F:18])[CH:16]=[CH:15][C:14]=2[S:13][C:12]2[C:7]1=[CH:8][CH:9]=[CH:10][CH:11]=2, predict the reactants needed to synthesize it. The reactants are: [F:1][C:2]([F:18])([F:17])[C:3]1[CH:16]=[CH:15][C:14]2[S:13][C:12]3[C:7](=[CH:8][CH:9]=[CH:10][CH:11]=3)[NH:6][C:5]=2[CH:4]=1.[H-].[Na+].Br[CH2:22][CH2:23][CH2:24][CH2:25][Cl:26]. (2) Given the product [Cl:39][C:24]1[C:25]([NH:27][C:28]2[C:37]([F:38])=[CH:36][CH:35]=[CH:34][C:29]=2[C:30]([NH:32][CH3:33])=[O:31])=[N:26][C:21]([NH:1][C:2]2[CH:3]=[CH:4][C:5]3[C:11]([CH3:12])([CH3:13])[CH2:10][CH2:9][C:8](=[O:14])[N:7]([CH2:15][CH:16]([CH3:17])[CH3:18])[C:6]=3[CH:19]=2)=[N:22][CH:23]=1, predict the reactants needed to synthesize it. The reactants are: [NH2:1][C:2]1[CH:3]=[CH:4][C:5]2[C:11]([CH3:13])([CH3:12])[CH2:10][CH2:9][C:8](=[O:14])[N:7]([CH2:15][CH:16]([CH3:18])[CH3:17])[C:6]=2[CH:19]=1.Cl[C:21]1[N:26]=[C:25]([NH:27][C:28]2[C:37]([F:38])=[CH:36][CH:35]=[CH:34][C:29]=2[C:30]([NH:32][CH3:33])=[O:31])[C:24]([Cl:39])=[CH:23][N:22]=1. (3) Given the product [C:20]([C:17]1[CH:18]=[CH:19][C:14]([C:6]2[C:7]3[C:12](=[CH:11][C:10]([NH:13][S:33]([CH:30]([CH3:32])[CH3:31])=[O:34])=[CH:9][CH:8]=3)[N:4]([CH:1]([CH3:3])[CH3:2])[CH:5]=2)=[CH:15][C:16]=1[F:22])#[N:21], predict the reactants needed to synthesize it. The reactants are: [CH:1]([N:4]1[C:12]2[C:7](=[CH:8][CH:9]=[C:10]([NH2:13])[CH:11]=2)[C:6]([C:14]2[CH:19]=[CH:18][C:17]([C:20]#[N:21])=[C:16]([F:22])[CH:15]=2)=[CH:5]1)([CH3:3])[CH3:2].C(N(CC)CC)C.[CH:30]([S:33](Cl)(=O)=[O:34])([CH3:32])[CH3:31]. (4) Given the product [C:1]([C:5]1[O:9][N:8]=[C:7]([NH:10][C:11]([NH:13][C:14]2[CH:19]=[CH:18][C:17]([O:20][C:21]3[CH:22]=[CH:23][C:24]([NH2:27])=[CH:25][CH:26]=3)=[CH:16][CH:15]=2)=[O:12])[CH:6]=1)([CH3:4])([CH3:2])[CH3:3], predict the reactants needed to synthesize it. The reactants are: [C:1]([C:5]1[O:9][N:8]=[C:7]([NH:10][C:11]([NH:13][C:14]2[CH:19]=[CH:18][C:17]([O:20][C:21]3[CH:26]=[CH:25][C:24]([NH:27]C(OC(C)(C)C)=O)=[CH:23][CH:22]=3)=[CH:16][CH:15]=2)=[O:12])[CH:6]=1)([CH3:4])([CH3:3])[CH3:2].Cl.O.[OH-].[Na+]. (5) Given the product [Cl:1][C:2]1[N:6]2[CH:7]=[C:8]([C:15]3[CH:19]=[CH:18][O:17][CH:16]=3)[CH:9]=[C:10]([C:11]([F:13])([F:12])[F:14])[C:5]2=[N:4][C:3]=1[C:20]#[N:22], predict the reactants needed to synthesize it. The reactants are: [Cl:1][C:2]1[N:6]2[CH:7]=[C:8]([C:15]3[CH:19]=[CH:18][O:17][CH:16]=3)[CH:9]=[C:10]([C:11]([F:14])([F:13])[F:12])[C:5]2=[N:4][C:3]=1[C:20]([NH2:22])=O.CCOCC. (6) Given the product [CH2:1]([O:19][C:20]1[CH:25]=[CH:24][C:23]([CH:26]([CH2:27][SH:28])[CH2:30][SH:29])=[CH:22][CH:21]=1)[CH2:2][CH2:3][CH2:4][CH2:5][CH2:6][CH2:7][CH2:8][CH2:9][CH2:10][CH2:11][CH2:12][CH2:13][CH2:14][CH2:15][CH2:16][CH2:17][CH3:18], predict the reactants needed to synthesize it. The reactants are: [CH2:1]([O:19][C:20]1[CH:25]=[CH:24][C:23]([CH:26]2[CH2:30][S:29][S:28][CH2:27]2)=[CH:22][CH:21]=1)[CH2:2][CH2:3][CH2:4][CH2:5][CH2:6][CH2:7][CH2:8][CH2:9][CH2:10][CH2:11][CH2:12][CH2:13][CH2:14][CH2:15][CH2:16][CH2:17][CH3:18].[H-].[H-].[H-].[H-].[Li+].[Al+3]. (7) Given the product [CH2:40]([O:26][C:9]1([C:4]2[CH:5]=[CH:6][C:7]3[NH:8][C:32]([NH:31][C:29](=[O:30])[O:28][CH3:27])=[N:1][C:2]=3[CH:3]=2)[C:17]2[C:12](=[CH:13][CH:14]=[CH:15][CH:16]=2)[C:11](=[O:18])[N:10]1[CH2:19][C:20]1[CH:21]=[CH:22][CH:23]=[CH:24][CH:25]=1)[CH3:41], predict the reactants needed to synthesize it. The reactants are: [NH2:1][C:2]1[CH:3]=[C:4]([C:9]2([OH:26])[C:17]3[C:12](=[CH:13][CH:14]=[CH:15][CH:16]=3)[C:11](=[O:18])[N:10]2[CH2:19][C:20]2[CH:25]=[CH:24][CH:23]=[CH:22][CH:21]=2)[CH:5]=[CH:6][C:7]=1[NH2:8].[CH3:27][O:28][C:29]([NH:31][C:32](=NC(OC)=O)SC)=[O:30].[CH2:40](O)[CH3:41].